This data is from Reaction yield outcomes from USPTO patents with 853,638 reactions. The task is: Predict the reaction yield, written as a fraction of the theoretical maximum amount of product (1.0 means a 100% yield; for example, 0.34 means a 34% yield). (1) The reactants are Br[C:2]1[CH:3]=[CH:4][C:5]([O:8][CH:9]2[CH2:14][CH2:13][CH:12]([C:15]([N:17]3[CH2:22][CH2:21][N:20]([CH:23]([CH3:25])[CH3:24])[CH2:19][CH2:18]3)=[O:16])[CH2:11][CH2:10]2)=[N:6][CH:7]=1.[F:26][C:27]1[CH:28]=[C:29](B(O)O)[CH:30]=[CH:31][C:32]=1[F:33].C(=O)([O-])[O-].[Na+].[Na+].C1(C)C=CC=CC=1. The catalyst is CCOC(C)=O.C1C=CC([P]([Pd]([P](C2C=CC=CC=2)(C2C=CC=CC=2)C2C=CC=CC=2)([P](C2C=CC=CC=2)(C2C=CC=CC=2)C2C=CC=CC=2)[P](C2C=CC=CC=2)(C2C=CC=CC=2)C2C=CC=CC=2)(C2C=CC=CC=2)C2C=CC=CC=2)=CC=1.O. The product is [F:26][C:27]1[CH:28]=[C:29]([C:2]2[CH:3]=[CH:4][C:5]([O:8][C@H:9]3[CH2:14][CH2:13][C@H:12]([C:15]([N:17]4[CH2:22][CH2:21][N:20]([CH:23]([CH3:25])[CH3:24])[CH2:19][CH2:18]4)=[O:16])[CH2:11][CH2:10]3)=[N:6][CH:7]=2)[CH:30]=[CH:31][C:32]=1[F:33]. The yield is 0.170. (2) The reactants are [CH2:1]([N:6]1[C:14]2[N:13]=[CH:12][NH:11][C:10]=2[C:9](=[O:15])[N:8]2[C:16]([CH2:19][CH2:20][CH2:21][N:22]3[CH:26]=[C:25]([C:27]4[CH:32]=[CH:31][CH:30]=[CH:29][CH:28]=4)[CH:24]=[N:23]3)=[N:17][N:18]=[C:7]12)[CH2:2][CH2:3][CH2:4][CH3:5].[Br:33]N1C(=O)CCC1=O. The catalyst is C1COCC1. The product is [Br:33][C:12]1[NH:11][C:10]2[C:9](=[O:15])[N:8]3[C:16]([CH2:19][CH2:20][CH2:21][N:22]4[CH:26]=[C:25]([C:27]5[CH:32]=[CH:31][CH:30]=[CH:29][CH:28]=5)[CH:24]=[N:23]4)=[N:17][N:18]=[C:7]3[N:6]([CH2:1][CH2:2][CH2:3][CH2:4][CH3:5])[C:14]=2[N:13]=1. The yield is 0.380. (3) The reactants are C(OCC[O:6][CH2:7][C:8]1[CH:13]=[C:12]([CH2:14][O:15][CH2:16][CH2:17]OCC)[CH:11]=[CH:10][C:9]=1Br)C.C(OCCOCC1C=CC=C(COCCOCC)C=1Br)C.C([Li])CCC.[F:48][C:49]1[CH:56]=[CH:55]C(C=O)=[CH:51][CH:50]=1.[Cl-].[NH4+]. The catalyst is O1CCCC1.CCCCCC. The product is [F:48][C:49]1[CH:56]=[CH:55][C:17]([CH:16]2[C:11]3[C:12](=[CH:13][C:8]([CH2:7][OH:6])=[CH:9][CH:10]=3)[CH2:14][O:15]2)=[CH:51][CH:50]=1. The yield is 0.887. (4) The reactants are [Cl:1][C:2]1[CH:7]=[C:6]([Cl:8])[CH:5]=[CH:4][C:3]=1B(O)O.Br[C:13]1[CH:20]=[CH:19][C:16]([C:17]#[N:18])=[C:15]([F:21])[CH:14]=1.C(=O)([O-])[O-].[Na+].[Na+].C1(C)C=CC=CC=1. The catalyst is [Pd].C1(P(C2C=CC=CC=2)C2C=CC=CC=2)C=CC=CC=1.C1(P(C2C=CC=CC=2)C2C=CC=CC=2)C=CC=CC=1.C1(P(C2C=CC=CC=2)C2C=CC=CC=2)C=CC=CC=1.C1(P(C2C=CC=CC=2)C2C=CC=CC=2)C=CC=CC=1.O.C(O)C. The product is [F:21][C:15]1[CH:14]=[C:13]([C:3]2[CH:4]=[CH:5][C:6]([Cl:8])=[CH:7][C:2]=2[Cl:1])[CH:20]=[CH:19][C:16]=1[C:17]#[N:18]. The yield is 0.930. (5) The catalyst is C(Cl)Cl. The product is [Br:17][CH2:8][CH2:7][C:4]1[CH:5]=[CH:6][C:1]([C:10]2[CH:15]=[CH:14][CH:13]=[CH:12][CH:11]=2)=[CH:2][CH:3]=1. The reactants are [C:1]1([C:10]2[CH:15]=[CH:14][CH:13]=[CH:12][CH:11]=2)[CH:6]=[CH:5][C:4]([CH2:7][CH2:8]O)=[CH:3][CH:2]=1.C(Br)(Br)(Br)[Br:17].C1(P(C2C=CC=CC=2)C2C=CC=CC=2)C=CC=CC=1. The yield is 0.820. (6) The yield is 0.740. The reactants are [CH2:1]([O:3][C:4]([C:6]1[N:14]([S:15]([C:18]2[CH:23]=[CH:22][CH:21]=[CH:20][CH:19]=2)(=[O:17])=[O:16])[C:13]2[C:8](=[N:9][C:10]([N:24](C(OC(C)(C)C)=O)[NH:25][C:26](OC(C)(C)C)=O)=[CH:11][CH:12]=2)[CH:7]=1)=[O:5])[CH3:2].[CH3:40]C(O)=O. No catalyst specified. The product is [CH3:40][C:26]1[N:9]2[C:8]3[CH:7]=[C:6]([C:4]([O:3][CH2:1][CH3:2])=[O:5])[N:14]([S:15]([C:18]4[CH:23]=[CH:22][CH:21]=[CH:20][CH:19]=4)(=[O:16])=[O:17])[C:13]=3[CH:12]=[CH:11][C:10]2=[N:24][N:25]=1. (7) The reactants are [Cl:1][C:2]([Cl:37])([Cl:36])[CH2:3][O:4][C:5](=[O:35])[NH:6][C:7]1[CH:12]=[CH:11][C:10]([S:13][C:14]2[CH:19]=[CH:18][C:17]([C:20](=[O:31])[NH:21][C:22]3[C:27]([CH3:28])=[CH:26][C:25]([Br:29])=[CH:24][C:23]=3[CH3:30])=[CH:16][C:15]=2[N+:32]([O-])=O)=[CH:9][CH:8]=1.[NH4+].[Cl-]. The catalyst is [Fe]. The product is [Cl:36][C:2]([Cl:1])([Cl:37])[CH2:3][O:4][C:5](=[O:35])[NH:6][C:7]1[CH:12]=[CH:11][C:10]([S:13][C:14]2[CH:19]=[CH:18][C:17]([C:20](=[O:31])[NH:21][C:22]3[C:27]([CH3:28])=[CH:26][C:25]([Br:29])=[CH:24][C:23]=3[CH3:30])=[CH:16][C:15]=2[NH2:32])=[CH:9][CH:8]=1. The yield is 0.620.